This data is from Forward reaction prediction with 1.9M reactions from USPTO patents (1976-2016). The task is: Predict the product of the given reaction. (1) Given the reactants Br[C:2]1[CH:3]=[C:4]([CH:7]=[O:8])[S:5][CH:6]=1.CC1(C)C(C)(C)OB([C:17]2[CH:18]=[C:19]3[C:23](=[CH:24][CH:25]=2)[C:22](=[O:26])[NH:21][CH2:20]3)O1, predict the reaction product. The product is: [O:26]=[C:22]1[C:23]2[C:19](=[CH:18][C:17]([C:2]3[CH:3]=[C:4]([CH:7]=[O:8])[S:5][CH:6]=3)=[CH:25][CH:24]=2)[CH2:20][NH:21]1. (2) Given the reactants [CH3:1][C:2]1([CH3:10])[CH2:7][C:6](=[O:8])[CH2:5][C:4](=[O:9])[CH2:3]1.[C:11]([O-])(O)=O.[Na+], predict the reaction product. The product is: [CH3:11][O:8][C:6]1[CH2:7][C:2]([CH3:10])([CH3:1])[CH2:3][C:4](=[O:9])[CH:5]=1. (3) Given the reactants [F:1][C:2]([F:9])([CH3:8])/[CH:3]=[CH:4]/[C:5]([OH:7])=O.C(Cl)(=O)C(Cl)=O.Cl.[CH3:17][C:18]1[N:19]=[C:20]([NH:23][CH2:24][CH2:25][NH2:26])[S:21][CH:22]=1.C(N(C(C)C)CC)(C)C, predict the reaction product. The product is: [F:9][C:2]([F:1])([CH3:8])/[CH:3]=[CH:4]/[C:5]([NH:26][CH2:25][CH2:24][NH:23][C:20]1[S:21][CH:22]=[C:18]([CH3:17])[N:19]=1)=[O:7]. (4) Given the reactants [NH2:1][C:2]1[CH:11]=[CH:10][C:5]([C:6]([O:8][CH3:9])=[O:7])=[CH:4][CH:3]=1.[C:12]([O:16][C:17]([NH:19][CH2:20][C:21](O)=[O:22])=[O:18])([CH3:15])([CH3:14])[CH3:13], predict the reaction product. The product is: [C:12]([O:16][C:17]([NH:19][CH2:20][C:21]([NH:1][C:2]1[CH:3]=[CH:4][C:5]([C:6]([O:8][CH3:9])=[O:7])=[CH:10][CH:11]=1)=[O:22])=[O:18])([CH3:15])([CH3:14])[CH3:13]. (5) Given the reactants [CH:1]([CH:3]1[CH2:8][CH2:7][N:6]([C:9]([O:11][C:12]([CH3:15])([CH3:14])[CH3:13])=[O:10])[CH2:5][CH2:4]1)=O.[CH3:16][N:17]([CH3:21])[CH2:18][CH2:19][NH2:20].C(O[BH-](OC(=O)C)OC(=O)C)(=O)C.[Na+].C(=O)([O-])O.[Na+].C(=O)([O-])[O-].[K+].[K+], predict the reaction product. The product is: [CH3:16][N:17]([CH3:21])[CH2:18][CH2:19][NH:20][CH2:1][CH:3]1[CH2:8][CH2:7][N:6]([C:9]([O:11][C:12]([CH3:15])([CH3:14])[CH3:13])=[O:10])[CH2:5][CH2:4]1. (6) Given the reactants [CH:1]1([C:4]2[CH:5]=[C:6]([CH3:26])[C:7]([N:10]3[CH2:15][CH2:14][N:13]([C:16]([C:18]4[CH:19]=[N:20][C:21](F)=[CH:22][C:23]=4[CH3:24])=[O:17])[CH2:12][CH2:11]3)=[N:8][CH:9]=2)[CH2:3][CH2:2]1.COC1C=CC(C[NH2:34])=CC=1, predict the reaction product. The product is: [NH2:34][C:21]1[N:20]=[CH:19][C:18]([C:16]([N:13]2[CH2:14][CH2:15][N:10]([C:7]3[C:6]([CH3:26])=[CH:5][C:4]([CH:1]4[CH2:3][CH2:2]4)=[CH:9][N:8]=3)[CH2:11][CH2:12]2)=[O:17])=[C:23]([CH3:24])[CH:22]=1. (7) Given the reactants [CH2:1]1[CH:9]2[N:4]([CH2:5][CH2:6][C:7](=O)[CH2:8]2)[CH2:3][CH2:2]1.C1(C)C=CC(S([CH2:20][N+:21]#[C-])(=O)=O)=CC=1.CC(C)([O-])C.[K+], predict the reaction product. The product is: [C:20]([CH:7]1[CH2:8][CH:9]2[N:4]([CH2:3][CH2:2][CH2:1]2)[CH2:5][CH2:6]1)#[N:21]. (8) Given the reactants C[O:2][C:3]1[C:8]2[NH:9][C:10]([C:12]3[S:13][CH:14]=[CH:15][CH:16]=3)=[N:11][C:7]=2[C:6]([C:17]([OH:19])=O)=[CH:5][CH:4]=1.[NH2:20][CH2:21][C:22]1[CH:27]=[CH:26][C:25]([S:28]([NH2:31])(=[O:30])=[O:29])=[CH:24][CH:23]=1, predict the reaction product. The product is: [OH:2][C:3]1[C:8]2[NH:9][C:10]([C:12]3[S:13][CH:14]=[CH:15][CH:16]=3)=[N:11][C:7]=2[C:6]([C:17]([NH:20][CH2:21][C:22]2[CH:23]=[CH:24][C:25]([S:28](=[O:30])(=[O:29])[NH2:31])=[CH:26][CH:27]=2)=[O:19])=[CH:5][CH:4]=1.